Dataset: Reaction yield outcomes from USPTO patents with 853,638 reactions. Task: Predict the reaction yield, written as a fraction of the theoretical maximum amount of product (1.0 means a 100% yield; for example, 0.34 means a 34% yield). (1) The catalyst is Cl[Cu].C(OCC)(=O)C.C1COCC1. The reactants are CC(C[AlH]CC(C)C)C.Br[C:11]1[C:12]([CH:29]([CH3:31])[CH3:30])=[C:13]([C:23]2[CH:28]=[CH:27][CH:26]=[CH:25][CH:24]=2)[C:14]([CH:20]([CH3:22])[CH3:21])=[CH:15][C:16]=1[CH:17]([CH3:19])[CH3:18].Br[C:33]1[CH:38]=[CH:37][CH:36]=[CH:35][C:34]=1Cl.[P:40](Cl)([CH:47]1[CH2:52][CH2:51][CH2:50][CH2:49][CH2:48]1)[CH:41]1[CH2:46][CH2:45][CH2:44][CH2:43][CH2:42]1. The product is [CH:33]1([P:40]([CH:47]2[CH2:52][CH2:51][CH2:50][CH2:49][CH2:48]2)[C:41]2[CH:46]=[CH:45][CH:44]=[CH:43][C:42]=2[C:11]2[C:16]([CH:17]([CH3:18])[CH3:19])=[CH:15][C:14]([CH:20]([CH3:22])[CH3:21])=[C:13]([C:23]3[CH:24]=[CH:25][CH:26]=[CH:27][CH:28]=3)[C:12]=2[CH:29]([CH3:31])[CH3:30])[CH2:38][CH2:37][CH2:36][CH2:35][CH2:34]1. The yield is 0.840. (2) The reactants are [C:1]([O:5][C:6]([N:8]1[CH:14]2[CH2:15][CH2:16][CH:9]1[CH2:10][N:11]([C:18]1[CH:19]=[N:20][C:21]([NH2:24])=[CH:22][CH:23]=1)[C:12](=[O:17])[CH2:13]2)=[O:7])([CH3:4])([CH3:3])[CH3:2].Cl[C:26]1[N:27]=[CH:28][C:29]2[CH:34]=[C:33]([C:35]([N:37]([CH3:39])[CH3:38])=[O:36])[N:32]([CH:40]3[CH2:43][CH2:42][CH2:41]3)[C:30]=2[N:31]=1. No catalyst specified. The product is [CH:40]1([N:32]2[C:30]3[N:31]=[C:26]([NH:24][C:21]4[N:20]=[CH:19][C:18]([N:11]5[C:12](=[O:17])[CH2:13][CH:14]6[N:8]([C:6]([O:5][C:1]([CH3:4])([CH3:2])[CH3:3])=[O:7])[CH:9]([CH2:16][CH2:15]6)[CH2:10]5)=[CH:23][CH:22]=4)[N:27]=[CH:28][C:29]=3[CH:34]=[C:33]2[C:35](=[O:36])[N:37]([CH3:38])[CH3:39])[CH2:41][CH2:42][CH2:43]1. The yield is 0.730. (3) The reactants are C([O:8][CH2:9][C@H:10]1[C@@H:14]([C:15]2[CH:20]=[CH:19][CH:18]=[CH:17][C:16]=2[Cl:21])[O:13][C:12]([CH3:23])([CH3:22])[O:11]1)C1C=CC=CC=1.C(OCC1C(C2C=CC=CC=2Cl)OC(C)(C)O1)C1C=CC=CC=1. No catalyst specified. The product is [Cl:21][C:16]1[CH:17]=[CH:18][CH:19]=[CH:20][C:15]=1[C@H:14]1[O:13][C:12]([CH3:22])([CH3:23])[O:11][C@H:10]1[CH2:9][OH:8]. The yield is 0.950. (4) The reactants are C[O:2][C:3]([C:5]1[CH:6]=[C:7]2[C:12](=[CH:13][CH:14]=1)[CH2:11][N:10]([CH2:15][C:16]1[CH:21]=[CH:20][C:19]([C:22]([F:25])([F:24])[F:23])=[CH:18][CH:17]=1)[CH2:9][CH2:8]2)=[O:4].[OH-].[K+:27]. The product is [F:24][C:22]([F:23])([F:25])[C:19]1[CH:18]=[CH:17][C:16]([CH2:15][N:10]2[CH2:9][CH2:8][C:7]3[C:12](=[CH:13][CH:14]=[C:5]([C:3]([O-:4])=[O:2])[CH:6]=3)[CH2:11]2)=[CH:21][CH:20]=1.[K+:27]. The yield is 1.00. The catalyst is CC(O)C. (5) The reactants are [OH:1][C:2]1([CH3:19])[C:7](=[O:8])[CH2:6][CH:5]([C:9]2[CH:14]=[CH:13][N:12]=[CH:11][C:10]=2[N+:15]([O-:17])=[O:16])[O:4][CH:3]1[CH3:18].CC1C=CC=C(C)N=1.FC(F)(F)S(O[Si:34]([C:37]([CH3:40])([CH3:39])[CH3:38])([CH3:36])[CH3:35])(=O)=O.C(=O)(O)[O-].[Na+]. The catalyst is C(Cl)Cl.CCOC(C)=O. The product is [Si:34]([O:1][C:2]1([CH3:19])[C:7](=[O:8])[CH2:6][CH:5]([C:9]2[CH:14]=[CH:13][N:12]=[CH:11][C:10]=2[N+:15]([O-:17])=[O:16])[O:4][CH:3]1[CH3:18])([C:37]([CH3:40])([CH3:39])[CH3:38])([CH3:36])[CH3:35]. The yield is 0.700.